From a dataset of NCI-60 drug combinations with 297,098 pairs across 59 cell lines. Regression. Given two drug SMILES strings and cell line genomic features, predict the synergy score measuring deviation from expected non-interaction effect. (1) Drug 1: CC(C)(C#N)C1=CC(=CC(=C1)CN2C=NC=N2)C(C)(C)C#N. Drug 2: C1=NNC2=C1C(=O)NC=N2. Cell line: HS 578T. Synergy scores: CSS=3.20, Synergy_ZIP=-2.88, Synergy_Bliss=-2.79, Synergy_Loewe=-2.36, Synergy_HSA=-1.24. (2) Drug 1: CC1=C(C(=CC=C1)Cl)NC(=O)C2=CN=C(S2)NC3=CC(=NC(=N3)C)N4CCN(CC4)CCO. Drug 2: C1CN(P(=O)(OC1)NCCCl)CCCl. Cell line: NCIH23. Synergy scores: CSS=15.0, Synergy_ZIP=-5.41, Synergy_Bliss=-2.24, Synergy_Loewe=-42.9, Synergy_HSA=-1.87. (3) Drug 1: C1=NC2=C(N1)C(=S)N=C(N2)N. Drug 2: C1=CN(C(=O)N=C1N)C2C(C(C(O2)CO)O)O.Cl. Cell line: NCI-H322M. Synergy scores: CSS=17.8, Synergy_ZIP=-9.60, Synergy_Bliss=-13.5, Synergy_Loewe=-13.3, Synergy_HSA=-11.9. (4) Drug 1: C1=CC(=CC=C1C#N)C(C2=CC=C(C=C2)C#N)N3C=NC=N3. Drug 2: C1C(C(OC1N2C=NC3=C(N=C(N=C32)Cl)N)CO)O. Cell line: CAKI-1. Synergy scores: CSS=37.9, Synergy_ZIP=1.04, Synergy_Bliss=0.974, Synergy_Loewe=-11.4, Synergy_HSA=-0.619.